From a dataset of Catalyst prediction with 721,799 reactions and 888 catalyst types from USPTO. Predict which catalyst facilitates the given reaction. (1) Reactant: [NH2:1][C:2]([C:4]1[C:5]2[S:27][C:26](Br)=[CH:25][C:6]=2[C:7]([N:10]([CH3:24])[C@H:11]2[CH2:16][CH2:15][CH2:14][N:13]([C:17]([O:19][C:20]([CH3:23])([CH3:22])[CH3:21])=[O:18])[CH2:12]2)=[N:8][CH:9]=1)=[O:3].[CH2:29]([O:36][C:37]1[CH:42]=[CH:41][CH:40]=[CH:39][C:38]=1B(O)O)[C:30]1[CH:35]=[CH:34][CH:33]=[CH:32][CH:31]=1.C(=O)([O-])[O-].[Cs+].[Cs+]. Product: [NH2:1][C:2]([C:4]1[C:5]2[S:27][C:26]([C:38]3[CH:39]=[CH:40][CH:41]=[CH:42][C:37]=3[O:36][CH2:29][C:30]3[CH:31]=[CH:32][CH:33]=[CH:34][CH:35]=3)=[CH:25][C:6]=2[C:7]([N:10]([CH3:24])[C@H:11]2[CH2:16][CH2:15][CH2:14][N:13]([C:17]([O:19][C:20]([CH3:23])([CH3:22])[CH3:21])=[O:18])[CH2:12]2)=[N:8][CH:9]=1)=[O:3]. The catalyst class is: 70. (2) Reactant: CC1(C)C(C)(C)[O:5][B:4]([C:9]2[CH:14]=[C:13]([CH2:15][OH:16])[CH:12]=[CH:11][C:10]=2[CH2:17][OH:18])O1. Product: [OH:16][CH2:15][C:13]1[CH:12]=[CH:11][C:10]2[CH2:17][O:18][B:4]([OH:5])[C:9]=2[CH:14]=1. The catalyst class is: 33. (3) Reactant: C([SiH](CC)CC)C.FC(F)(F)S(O[Si](C)(C)C)(=O)=O.[F:20][C:21]1[CH:26]=[CH:25][C:24]([CH:27]2[CH2:32][O:31][C@@H:30](O)[CH:29]3[CH2:34][CH2:35][CH2:36][C:37](=[O:38])[N:28]23)=[CH:23][CH:22]=1.O. Product: [F:20][C:21]1[CH:22]=[CH:23][C:24]([C@@H:27]2[CH2:32][O:31][CH:30]=[C:29]3[CH2:34][CH2:35][CH2:36][C:37](=[O:38])[N:28]23)=[CH:25][CH:26]=1.[F:20][C:21]1[CH:22]=[CH:23][C:24]([C@@H:27]2[CH2:32][O:31][CH2:30][C@H:29]3[CH2:34][CH2:35][CH2:36][C:37](=[O:38])[N:28]23)=[CH:25][CH:26]=1. The catalyst class is: 96. (4) Product: [NH:3]1[CH2:4][CH2:5][C:6]([C:8]2[CH:13]=[CH:12][C:11]([OH:14])=[CH:10][C:9]=2[F:15])=[N:18]1. The catalyst class is: 14. Reactant: Cl.C[N:3](C)[CH2:4][CH2:5][C:6]([C:8]1[CH:13]=[CH:12][C:11]([OH:14])=[CH:10][C:9]=1[F:15])=O.O.[NH2:18]N. (5) Reactant: C(OC([NH:8][CH2:9][CH2:10][NH:11][C:12](=O)[CH2:13][CH2:14][CH2:15][CH2:16][C:17]1[CH:22]=[CH:21][CH:20]=[CH:19][CH:18]=1)=O)(C)(C)C.[C:24]1([CH2:30][CH2:31]CCC(O)=O)[CH:29]=[CH:28][CH:27]=[CH:26][CH:25]=1.C[CH2:38][N:39]=C=NCCCN(C)C.OC1C2N=[N:55][NH:54][C:53]=2C=CC=1.C(NCCN)(OC(C)(C)C)=O. Product: [CH:38]1[C:25]2[C:24](=[CH:29][C:28]([C:53]3[N:11]([CH2:10][CH2:9][NH2:8])[C:12]([CH2:13][CH2:14][CH2:15][CH2:16][C:17]4[CH:18]=[CH:19][CH:20]=[CH:21][CH:22]=4)=[N:55][N:54]=3)=[CH:27][CH:26]=2)[CH:30]=[CH:31][N:39]=1. The catalyst class is: 9. (6) The catalyst class is: 5. Product: [CH2:37]([O:36][CH2:35][C@@H:10]1[N:11]([C:15]2[CH:20]=[CH:19][C:18]([O:21][CH2:22][CH2:23][CH2:24][O:25][CH2:26][C:27]3[CH:32]=[CH:31][CH:30]=[CH:29][C:28]=3[O:33][CH3:34])=[CH:17][CH:16]=2)[C:12](=[O:14])[CH2:13][NH:8][CH2:9]1)[C:38]1[CH:39]=[CH:40][CH:41]=[CH:42][CH:43]=1. Reactant: C(OC([N:8]1[CH2:13][C:12](=[O:14])[N:11]([C:15]2[CH:20]=[CH:19][C:18]([O:21][CH2:22][CH2:23][CH2:24][O:25][CH2:26][C:27]3[CH:32]=[CH:31][CH:30]=[CH:29][C:28]=3[O:33][CH3:34])=[CH:17][CH:16]=2)[C@@H:10]([CH2:35][O:36][CH2:37][C:38]2[CH:43]=[CH:42][CH:41]=[CH:40][CH:39]=2)[CH2:9]1)=O)(C)(C)C.C(Cl)(=O)C.